Predict which catalyst facilitates the given reaction. From a dataset of Catalyst prediction with 721,799 reactions and 888 catalyst types from USPTO. (1) Reactant: [C:1]([C:3]1[C:23]([N+:24]([O-:26])=[O:25])=[CH:22][CH:21]=[CH:20][C:4]=1[O:5][CH2:6][CH:7]1[CH2:12][CH2:11][CH2:10][CH2:9][N:8]1C(OC(C)(C)C)=O)#[N:2].[ClH:27]. Product: [ClH:27].[N+:24]([C:23]1[CH:22]=[CH:21][CH:20]=[C:4]([O:5][CH2:6][CH:7]2[CH2:12][CH2:11][CH2:10][CH2:9][NH:8]2)[C:3]=1[C:1]#[N:2])([O-:26])=[O:25]. The catalyst class is: 14. (2) Reactant: C([Mg]Cl)(C)C.[CH:6]1([NH2:9])[CH2:8][CH2:7]1.C[O:11][C:12](=O)[C:13]1[CH:18]=[CH:17][C:16]([CH3:19])=[C:15]([N:20]2[CH:25]=[CH:24][N:23]=[C:22]([NH:26][C:27]3([C:30]4[CH:35]=[C:34]([F:36])[CH:33]=[CH:32][C:31]=4[OH:37])[CH2:29][CH2:28]3)[C:21]2=[O:38])[CH:14]=1.Cl. Product: [CH:6]1([NH:9][C:12](=[O:11])[C:13]2[CH:18]=[CH:17][C:16]([CH3:19])=[C:15]([N:20]3[CH:25]=[CH:24][N:23]=[C:22]([NH:26][C:27]4([C:30]5[CH:35]=[C:34]([F:36])[CH:33]=[CH:32][C:31]=5[OH:37])[CH2:29][CH2:28]4)[C:21]3=[O:38])[CH:14]=2)[CH2:8][CH2:7]1. The catalyst class is: 20. (3) Reactant: Br[CH2:2][C:3](=O)[C:4]([O:6][CH2:7][CH3:8])=[O:5].[C:10]([CH2:12][C:13](=[S:15])[NH2:14])#[N:11]. Product: [C:10]([CH2:12][C:13]1[S:15][CH:2]=[C:3]([C:4]([O:6][CH2:7][CH3:8])=[O:5])[N:14]=1)#[N:11]. The catalyst class is: 9. (4) Reactant: [CH:1]1([C:4]2[C:5]([I:13])=[C:6]([OH:12])[CH:7]=[C:8]([CH2:10][OH:11])[CH:9]=2)[CH2:3][CH2:2]1.C(N(CC)CC)C.CS(C)=O.O. Product: [CH:1]1([C:4]2[CH:9]=[C:8]([CH:7]=[C:6]([OH:12])[C:5]=2[I:13])[CH:10]=[O:11])[CH2:2][CH2:3]1. The catalyst class is: 13. (5) Product: [CH3:29][S:30]([O:28][C@H:25]1[CH2:26][CH2:27][C@H:22]([CH2:21][O:20][C:1]([C:8]2[CH:13]=[CH:12][CH:11]=[CH:10][CH:9]=2)([C:14]2[CH:15]=[CH:16][CH:17]=[CH:18][CH:19]=2)[C:2]2[CH:3]=[CH:4][CH:5]=[CH:6][CH:7]=2)[CH2:23][CH2:24]1)(=[O:32])=[O:31]. The catalyst class is: 22. Reactant: [C:1]([O:20][CH2:21][C@H:22]1[CH2:27][CH2:26][C@H:25]([OH:28])[CH2:24][CH2:23]1)([C:14]1[CH:19]=[CH:18][CH:17]=[CH:16][CH:15]=1)([C:8]1[CH:13]=[CH:12][CH:11]=[CH:10][CH:9]=1)[C:2]1[CH:7]=[CH:6][CH:5]=[CH:4][CH:3]=1.[CH3:29][S:30](Cl)(=[O:32])=[O:31]. (6) Reactant: C(ON=O)(C)(C)C.[C:8]([C:10]1[CH:19]([C:20]2[CH:25]=[CH:24][CH:23]=[CH:22][CH:21]=2)[C:18]2[C:13](=[CH:14][C:15](N)=[CH:16][CH:17]=2)[O:12][C:11]=1N)#[N:9]. Product: [C:8]([C:10]1[CH:19]([C:20]2[CH:25]=[CH:24][CH:23]=[CH:22][CH:21]=2)[C:18]2[C:13](=[CH:14][CH:15]=[CH:16][CH:17]=2)[O:12][CH:11]=1)#[N:9]. The catalyst class is: 3.